This data is from Full USPTO retrosynthesis dataset with 1.9M reactions from patents (1976-2016). The task is: Predict the reactants needed to synthesize the given product. Given the product [CH3:8][C:5]1[CH:6]=[CH:7][C:2]2[NH:1][N:17]=[C:12]([C:13]([O:15][CH3:16])=[O:14])[S:9](=[O:11])(=[O:10])[C:3]=2[CH:4]=1, predict the reactants needed to synthesize it. The reactants are: [NH2:1][C:2]1[CH:7]=[CH:6][C:5]([CH3:8])=[CH:4][C:3]=1[S:9]([CH2:12][C:13]([O:15][CH3:16])=[O:14])(=[O:11])=[O:10].[N:17]([O-])=O.[Na+].